Predict the product of the given reaction. From a dataset of Forward reaction prediction with 1.9M reactions from USPTO patents (1976-2016). (1) Given the reactants [Br:1][C:2]1[CH:7]=[CH:6][C:5]([CH:8]([C:22]2[CH:27]=[CH:26][CH:25]=[CH:24][C:23]=2[CH3:28])[CH2:9][C:10]([C:12]2[CH:13]=[CH:14][C:15](=[O:21])[N:16]([CH:18]([CH3:20])[CH3:19])[CH:17]=2)=O)=[CH:4][CH:3]=1.Cl.[NH2:30][OH:31].C([O-])(O)=O.[Na+], predict the reaction product. The product is: [Br:1][C:2]1[CH:7]=[CH:6][C:5]([CH:8]([C:22]2[CH:27]=[CH:26][CH:25]=[CH:24][C:23]=2[CH3:28])[CH2:9]/[C:10](/[C:12]2[CH:13]=[CH:14][C:15](=[O:21])[N:16]([CH:18]([CH3:20])[CH3:19])[CH:17]=2)=[N:30]\[OH:31])=[CH:4][CH:3]=1. (2) Given the reactants [F:1][C:2]1[CH:7]=[CH:6][CH:5]=[CH:4][C:3]=1[C:8]1[CH:13]=[CH:12][C:11]([CH3:14])=[CH:10][CH:9]=1.[Br:15]N1C(=O)CCC1=O.N(C(C)(C)C#N)=NC(C)(C)C#N, predict the reaction product. The product is: [F:1][C:2]1[CH:7]=[CH:6][CH:5]=[CH:4][C:3]=1[C:8]1[CH:9]=[CH:10][C:11]([CH2:14][Br:15])=[CH:12][CH:13]=1. (3) The product is: [Br:1][C:2]1[C:10]2[C:5](=[CH:6][CH:7]=[C:8]([C:11]3[N:15]=[CH:14][N:13]([C:35]([C:36]4[CH:41]=[CH:40][CH:39]=[CH:38][CH:37]=4)([C:48]4[CH:49]=[CH:50][CH:51]=[CH:52][CH:53]=4)[C:42]4[CH:43]=[CH:44][CH:45]=[CH:46][CH:47]=4)[N:12]=3)[CH:9]=2)[N:4]([CH:16]2[CH2:21][CH2:20][CH2:19][CH2:18][O:17]2)[N:3]=1. Given the reactants [Br:1][C:2]1[C:10]2[C:5](=[CH:6][CH:7]=[C:8]([C:11]3[N:15]=[CH:14][NH:13][N:12]=3)[CH:9]=2)[N:4]([CH:16]2[CH2:21][CH2:20][CH2:19][CH2:18][O:17]2)[N:3]=1.N1C=CC=CC=1.C(N(CC)CC)C.[C:35](Cl)([C:48]1[CH:53]=[CH:52][CH:51]=[CH:50][CH:49]=1)([C:42]1[CH:47]=[CH:46][CH:45]=[CH:44][CH:43]=1)[C:36]1[CH:41]=[CH:40][CH:39]=[CH:38][CH:37]=1, predict the reaction product. (4) Given the reactants [C:1]([O:5]C([N:8]1[CH2:11][CH:10]([O:12][C:13]2[CH:18]=[C:17]([Cl:19])[CH:16]=[CH:15][C:14]=2[O:20][C@@H:21]([C:23]2[CH:28]=[CH:27][CH:26]=[C:25]([C:29]([F:32])([F:31])[F:30])[CH:24]=2)[CH3:22])[CH2:9]1)=O)(C)(C)C.C(O)(C(F)(F)F)=O.C1(C)C=CC=CC=1, predict the reaction product. The product is: [NH3:8].[CH3:1][OH:5].[Cl:19][C:17]1[CH:16]=[CH:15][C:14]([O:20][C@H:21]([C:23]2[CH:28]=[CH:27][CH:26]=[C:25]([C:29]([F:32])([F:30])[F:31])[CH:24]=2)[CH3:22])=[C:13]([CH:18]=1)[O:12][CH:10]1[CH2:11][NH:8][CH2:9]1. (5) Given the reactants [Cl:1][C:2]1[N:7]=[C:6](Cl)[CH:5]=[CH:4][N:3]=1.[F:9][C:10]1[CH:15]=[C:14](B(O)O)[CH:13]=[C:12]([F:19])[N:11]=1.C([O-])([O-])=O.[Cs+].[Cs+], predict the reaction product. The product is: [Cl:1][C:2]1[N:7]=[C:6]([C:14]2[CH:13]=[C:12]([F:19])[N:11]=[C:10]([F:9])[CH:15]=2)[CH:5]=[CH:4][N:3]=1. (6) Given the reactants [CH:1]1[C:14]2[C:5](=[N:6][CH:7]=[C:8]3[C:13]=2[CH:12]=[CH:11][CH:10]=[CH:9]3)[CH:4]=[CH:3][CH:2]=1.[CH3:15][N:16]([CH3:26])[C:17]1[CH:25]=[CH:24][C:20]([C:21](Cl)=[O:22])=[CH:19][CH:18]=1.[NH:27]1[C:35]2[C:30](=[CH:31][CH:32]=[CH:33][CH:34]=2)[CH:29]=[CH:28]1, predict the reaction product. The product is: [CH3:15][N:16]([CH3:26])[C:17]1[CH:25]=[CH:24][C:20]([C:21]([N:6]2[CH:7]([C:29]3[C:30]4[C:35](=[CH:34][CH:33]=[CH:32][CH:31]=4)[NH:27][CH:28]=3)[C:8]3[C:13](=[CH:12][CH:11]=[CH:10][CH:9]=3)[C:14]3[CH:1]=[CH:2][CH:3]=[CH:4][C:5]2=3)=[O:22])=[CH:19][CH:18]=1.